From a dataset of Ames mutagenicity test results for genotoxicity prediction. Regression/Classification. Given a drug SMILES string, predict its toxicity properties. Task type varies by dataset: regression for continuous values (e.g., LD50, hERG inhibition percentage) or binary classification for toxic/non-toxic outcomes (e.g., AMES mutagenicity, cardiotoxicity, hepatotoxicity). Dataset: ames. (1) The compound is CN(C)c1ccc(N(C)C)cc1. The result is 1 (mutagenic). (2) The molecule is c1ccc(-c2ccc(CC[C@H]3CO3)cc2)cc1. The result is 1 (mutagenic). (3) The result is 1 (mutagenic). The molecule is COc1cc2c(c3oc(=O)c4c(c13)CCOC4=O)C1C=COC1O2. (4) The result is 0 (non-mutagenic). The molecule is O=S(=O)(O)c1ccc2c(N=Nc3ccccc3)c(O)ccc2c1.